Dataset: Reaction yield outcomes from USPTO patents with 853,638 reactions. Task: Predict the reaction yield, written as a fraction of the theoretical maximum amount of product (1.0 means a 100% yield; for example, 0.34 means a 34% yield). (1) The reactants are [CH2:1]([OH:4])[CH2:2][OH:3].[NH2-:5].[Na+].[C:7]([C:11]1[CH:16]=[CH:15][C:14]([S:17]([NH:20][C:21]2[C:26]([O:27][C:28]3[CH:33]=[CH:32][CH:31]=[CH:30][C:29]=3[O:34][CH3:35])=[C:25](Cl)[N:24]=[CH:23][N:22]=2)(=[O:19])=[O:18])=[CH:13][CH:12]=1)([CH3:10])([CH3:9])[CH3:8].Cl. The catalyst is O. The product is [CH3:8][C:7]([C:11]1[CH:16]=[CH:15][C:14]([S:17]([NH:20][C:21]2[C:26]([O:27][C:28]3[CH:33]=[CH:32][CH:31]=[CH:30][C:29]=3[O:34][CH3:35])=[C:25]([O:3][CH2:2][CH2:1][OH:4])[N:24]=[C:23]([C:23]3[N:5]=[CH:25][CH:26]=[CH:21][N:22]=3)[N:22]=2)(=[O:19])=[O:18])=[CH:13][CH:12]=1)([CH3:10])[CH3:9]. The yield is 0.720. (2) The yield is 0.790. The catalyst is C1COCC1.O. The product is [F:16][C:2]([F:1])([F:17])[C:3]1[N:8]=[CH:7][C:6]([C@@H:9]2[CH2:11][C@H:10]2[C:12]([OH:14])=[O:13])=[CH:5][CH:4]=1. The reactants are [F:1][C:2]([F:17])([F:16])[C:3]1[N:8]=[CH:7][C:6]([C@@H:9]2[CH2:11][C@H:10]2[C:12]([O:14]C)=[O:13])=[CH:5][CH:4]=1.Cl. (3) The product is [Br:1][C:2]1[N:7]=[CH:6][C:5]2[C:8]([C:15]([NH:51][CH:52]3[CH2:53][CH2:54][N:55]([C:58]([O:60][C:61]([CH3:64])([CH3:63])[CH3:62])=[O:59])[CH2:56][CH2:57]3)=[O:17])=[CH:9][N:10]([CH:11]([CH2:13][CH3:14])[CH3:12])[C:4]=2[CH:3]=1. The reactants are [Br:1][C:2]1[N:7]=[CH:6][C:5]2[C:8]([C:15]([OH:17])=O)=[CH:9][N:10]([CH:11]([CH2:13][CH3:14])[CH3:12])[C:4]=2[CH:3]=1.C(N(CC)C(C)C)(C)C.F[P-](F)(F)(F)(F)F.N1(OC(N(C)C)=[N+](C)C)C2C=CC=CC=2N=N1.[NH2:51][CH:52]1[CH2:57][CH2:56][N:55]([C:58]([O:60][C:61]([CH3:64])([CH3:63])[CH3:62])=[O:59])[CH2:54][CH2:53]1. The catalyst is CN(C)C=O.C(=O)(O)[O-].[Na+]. The yield is 0.930. (4) The reactants are [Br:1][C:2]1[CH:16]=[C:15](/[CH:17]=[CH:18]/[CH:19]([C:24]2[CH:29]=[C:28]([Cl:30])[C:27]([Cl:31])=[C:26]([Cl:32])[CH:25]=2)[C:20]([F:23])([F:22])[F:21])[CH:14]=[CH:13][C:3]=1[C:4]([NH:6][CH:7]1[CH2:12][CH2:11][NH:10][CH2:9][CH2:8]1)=[O:5].C(N(CC)CC)C.[C:40](Cl)(=[O:42])[CH3:41]. The catalyst is C(Cl)Cl. The product is [C:40]([N:10]1[CH2:11][CH2:12][CH:7]([NH:6][C:4](=[O:5])[C:3]2[CH:13]=[CH:14][C:15](/[CH:17]=[CH:18]/[CH:19]([C:24]3[CH:25]=[C:26]([Cl:32])[C:27]([Cl:31])=[C:28]([Cl:30])[CH:29]=3)[C:20]([F:23])([F:21])[F:22])=[CH:16][C:2]=2[Br:1])[CH2:8][CH2:9]1)(=[O:42])[CH3:41]. The yield is 0.500. (5) The reactants are [O:1]=[C:2]1[C:7]2[NH:8][C:9]3[CH:10]=[CH:11][CH:12]=[CH:13][C:14]=3[C:6]=2[N:5]=[C:4]([S:15][CH2:16][C:17]([OH:19])=O)[N:3]1[C:20]1[CH:25]=[CH:24][CH:23]=[CH:22][CH:21]=1.[NH2:26][CH:27]1[CH2:32][CH2:31][NH:30][CH2:29][CH2:28]1.CN(C(ON1N=NC2C=CC=NC1=2)=[N+](C)C)C.F[P-](F)(F)(F)(F)F. The catalyst is C(N(CC)CC)C. The product is [O:1]=[C:2]1[C:7]2[NH:8][C:9]3[CH:10]=[CH:11][CH:12]=[CH:13][C:14]=3[C:6]=2[N:5]=[C:4]([S:15][CH2:16][C:17]([NH:26][CH:27]2[CH2:32][CH2:31][NH:30][CH2:29][CH2:28]2)=[O:19])[N:3]1[C:20]1[CH:21]=[CH:22][CH:23]=[CH:24][CH:25]=1. The yield is 0.650.